Task: Predict the reaction yield, written as a fraction of the theoretical maximum amount of product (1.0 means a 100% yield; for example, 0.34 means a 34% yield).. Dataset: Reaction yield outcomes from USPTO patents with 853,638 reactions The reactants are [NH2:1][C:2]1[CH:3]=[C:4]2[C:8](=[CH:9][CH:10]=1)[N:7]([CH2:11][CH2:12][N:13]([CH3:15])[CH3:14])[C:6]([CH3:16])=[CH:5]2.[C:17]1([C:23]2[CH:28]=[CH:27][C:26]([S:29](Cl)(=[O:31])=[O:30])=[CH:25][CH:24]=2)[CH:22]=[CH:21][CH:20]=[CH:19][CH:18]=1. No catalyst specified. The product is [CH3:14][N:13]([CH3:15])[CH2:12][CH2:11][N:7]1[C:8]2[C:4](=[CH:3][C:2]([NH:1][S:29]([C:26]3[CH:25]=[CH:24][C:23]([C:17]4[CH:22]=[CH:21][CH:20]=[CH:19][CH:18]=4)=[CH:28][CH:27]=3)(=[O:31])=[O:30])=[CH:10][CH:9]=2)[CH:5]=[C:6]1[CH3:16]. The yield is 0.620.